This data is from Full USPTO retrosynthesis dataset with 1.9M reactions from patents (1976-2016). The task is: Predict the reactants needed to synthesize the given product. (1) Given the product [Br:1][C:2]1[CH:3]=[C:4]2[C:8](=[CH:9][CH:10]=1)[N:7]([CH:12]1[CH2:13][CH2:14][CH2:15][CH2:16][O:11]1)[N:6]=[CH:5]2, predict the reactants needed to synthesize it. The reactants are: [Br:1][C:2]1[CH:3]=[C:4]2[C:8](=[CH:9][CH:10]=1)[NH:7][N:6]=[CH:5]2.[O:11]1[CH:16]=[CH:15][CH2:14][CH2:13][CH2:12]1.CC1C=CC(S(O)(=O)=O)=CC=1.C(=O)(O)[O-].[Na+]. (2) Given the product [F:19][C:18]([F:21])([F:20])[C:15]1[CH:16]=[CH:17][C:12]([CH2:11][C:8]2[CH:9]=[CH:10][C:5]([O:4][C:2]([N:33]3[CH2:34][CH2:35][CH:30]([CH2:29][C:26]4[CH:25]=[CH:24][C:23]([CH3:22])=[CH:28][N:27]=4)[CH2:31][CH2:32]3)=[O:3])=[CH:6][CH:7]=2)=[CH:13][CH:14]=1, predict the reactants needed to synthesize it. The reactants are: Cl[C:2]([O:4][C:5]1[CH:10]=[CH:9][C:8]([CH2:11][C:12]2[CH:17]=[CH:16][C:15]([C:18]([F:21])([F:20])[F:19])=[CH:14][CH:13]=2)=[CH:7][CH:6]=1)=[O:3].[CH3:22][C:23]1[CH:24]=[CH:25][C:26]([CH2:29][CH:30]2[CH2:35][CH2:34][NH:33][CH2:32][CH2:31]2)=[N:27][CH:28]=1.